Dataset: Full USPTO retrosynthesis dataset with 1.9M reactions from patents (1976-2016). Task: Predict the reactants needed to synthesize the given product. Given the product [Cl:10][C:19]1[C:14]([C:12]#[N:13])=[CH:15][C:16]([C:22]([O:24][CH2:25][CH3:26])=[O:23])=[C:17]([CH3:21])[N:18]=1, predict the reactants needed to synthesize it. The reactants are: C1(C)C=CC=CC=1.S(Cl)([Cl:10])=O.[C:12]([C:14]1[C:19](=O)[NH:18][C:17]([CH3:21])=[C:16]([C:22]([O:24][CH2:25][CH3:26])=[O:23])[CH:15]=1)#[N:13].CN(C=O)C.